From a dataset of Peptide-MHC class I binding affinity with 185,985 pairs from IEDB/IMGT. Regression. Given a peptide amino acid sequence and an MHC pseudo amino acid sequence, predict their binding affinity value. This is MHC class I binding data. (1) The peptide sequence is KCDICTDEY. The MHC is HLA-B27:05 with pseudo-sequence HLA-B27:05. The binding affinity (normalized) is 0.0847. (2) The peptide sequence is EADATWWLY. The MHC is HLA-A01:01 with pseudo-sequence HLA-A01:01. The binding affinity (normalized) is 1.00. (3) The binding affinity (normalized) is 0.0847. The peptide sequence is NAHEGQLVI. The MHC is HLA-B27:05 with pseudo-sequence HLA-B27:05. (4) The peptide sequence is GEMWAQDAA. The MHC is HLA-A26:01 with pseudo-sequence HLA-A26:01. The binding affinity (normalized) is 0.0644. (5) The peptide sequence is GVDGGWQAL. The MHC is HLA-A23:01 with pseudo-sequence HLA-A23:01. The binding affinity (normalized) is 0.213.